This data is from NCI-60 drug combinations with 297,098 pairs across 59 cell lines. The task is: Regression. Given two drug SMILES strings and cell line genomic features, predict the synergy score measuring deviation from expected non-interaction effect. Cell line: OVCAR3. Drug 1: C1=NC2=C(N1)C(=S)N=C(N2)N. Synergy scores: CSS=48.4, Synergy_ZIP=-0.949, Synergy_Bliss=-2.97, Synergy_Loewe=-12.9, Synergy_HSA=-1.66. Drug 2: C1C(C(OC1N2C=NC3=C2NC=NCC3O)CO)O.